From a dataset of Full USPTO retrosynthesis dataset with 1.9M reactions from patents (1976-2016). Predict the reactants needed to synthesize the given product. (1) Given the product [NH2:11][C:9]1[C:10]2[C:2]([C:30]3[CH:29]=[CH:28][C:26]4[N:27]=[C:23]([NH:22][C:20]([NH:19][CH3:18])=[O:21])[S:24][C:25]=4[CH:31]=3)=[CH:3][N:4]([CH:12]3[CH2:17][CH2:16][O:15][CH2:14][CH2:13]3)[C:5]=2[N:6]=[CH:7][N:8]=1, predict the reactants needed to synthesize it. The reactants are: I[C:2]1[C:10]2[C:9]([NH2:11])=[N:8][CH:7]=[N:6][C:5]=2[N:4]([CH:12]2[CH2:17][CH2:16][O:15][CH2:14][CH2:13]2)[CH:3]=1.[CH3:18][NH:19][C:20]([NH:22][C:23]1[S:24][C:25]2[CH:31]=[C:30](B3OC(C)(C)C(C)(C)O3)[CH:29]=[CH:28][C:26]=2[N:27]=1)=[O:21].C([O-])([O-])=O.[Na+].[Na+]. (2) Given the product [CH2:1]([O:3][C:4]([C:6]1[C:10]([CH3:11])=[CH:9][NH:8][C:7]=1[CH2:12][CH2:13][CH2:14][NH:15][CH2:16][CH2:17][NH:18][CH2:19][CH3:20])=[O:5])[CH3:2], predict the reactants needed to synthesize it. The reactants are: [CH2:1]([O:3][C:4]([C:6]1[C:10]([CH3:11])=[CH:9][NH:8][C:7]=1[CH2:12][CH2:13][C:14](=O)[NH:15][CH2:16][CH2:17][NH:18][C:19](=O)[CH3:20])=[O:5])[CH3:2].B. (3) Given the product [Cl:10][C:11]1[CH:17]=[CH:16][CH:15]=[CH:14][C:12]=1[NH:13][C:39](=[O:40])[CH2:38][N:20]1[C:21]2([CH2:34][CH2:35][CH2:36][CH2:37]2)[N:22]=[C:23]([C:24]2[CH:29]=[CH:28][C:27]([C:30]([F:31])([F:32])[F:33])=[CH:26][CH:25]=2)[C:19]1=[O:18], predict the reactants needed to synthesize it. The reactants are: C(N(C(C)C)CC)(C)C.[Cl:10][C:11]1[CH:17]=[CH:16][CH:15]=[CH:14][C:12]=1[NH2:13].[O:18]=[C:19]1[C:23]([C:24]2[CH:29]=[CH:28][C:27]([C:30]([F:33])([F:32])[F:31])=[CH:26][CH:25]=2)=[N:22][C:21]2([CH2:37][CH2:36][CH2:35][CH2:34]2)[N:20]1[CH2:38][C:39](O)=[O:40].CN(C(ON1N=NC2C=CC=NC1=2)=[N+](C)C)C.F[P-](F)(F)(F)(F)F.CN(C=O)C.